This data is from Full USPTO retrosynthesis dataset with 1.9M reactions from patents (1976-2016). The task is: Predict the reactants needed to synthesize the given product. Given the product [CH3:6][S:7]([OH:10])(=[O:9])=[O:8].[NH2:11][C:12]1[C:13]2[C:14]3[C:15](=[N:27][N:28]([CH2:30][C:31]4[C:36]([Cl:37])=[C:35]([O:38][CH3:39])[C:34]([CH3:40])=[CH:33][N:32]=4)[N:29]=2)[CH:16]=[C:17]([CH2:22][C:23]([NH:25][CH3:26])=[O:24])[C:18]=3[CH2:19][S:20][N:21]=1, predict the reactants needed to synthesize it. The reactants are: C(OCC)C.[CH3:6][S:7]([OH:10])(=[O:9])=[O:8].[NH2:11][C:12]1[C:13]2[C:14]3[C:15](=[N:27][N:28]([CH2:30][C:31]4[C:36]([Cl:37])=[C:35]([O:38][CH3:39])[C:34]([CH3:40])=[CH:33][N:32]=4)[N:29]=2)[CH:16]=[C:17]([CH2:22][C:23]([NH:25][CH3:26])=[O:24])[C:18]=3[CH2:19][S:20][N:21]=1.